Dataset: Full USPTO retrosynthesis dataset with 1.9M reactions from patents (1976-2016). Task: Predict the reactants needed to synthesize the given product. (1) Given the product [CH3:8][N:9]1[CH2:10][CH2:11][N:12]([CH2:15][C:16]2[CH:24]=[CH:23][C:19]([C:20]([O:22][CH3:1])=[O:21])=[CH:18][CH:17]=2)[CH2:13][CH2:14]1, predict the reactants needed to synthesize it. The reactants are: [CH3:1][Si](C=[N+]=[N-])(C)C.[CH3:8][N:9]1[CH2:14][CH2:13][N:12]([CH2:15][C:16]2[CH:24]=[CH:23][C:19]([C:20]([OH:22])=[O:21])=[CH:18][CH:17]=2)[CH2:11][CH2:10]1. (2) The reactants are: [F:1][C:2]1[CH:7]=[CH:6][C:5]([C:8]2[N:12]([S:13]([C:16]3[CH:21]=[CH:20][CH:19]=[CH:18][CH:17]=3)(=[O:15])=[O:14])[C:11]([CH3:22])=[C:10]([C:23](OCC)=[O:24])[CH:9]=2)=[CH:4][CH:3]=1.C1(C)C=CC=CC=1.[H-].C([Al+]CC(C)C)C(C)C.Cl. Given the product [F:1][C:2]1[CH:3]=[CH:4][C:5]([C:8]2[N:12]([S:13]([C:16]3[CH:21]=[CH:20][CH:19]=[CH:18][CH:17]=3)(=[O:15])=[O:14])[C:11]([CH3:22])=[C:10]([CH2:23][OH:24])[CH:9]=2)=[CH:6][CH:7]=1, predict the reactants needed to synthesize it.